From a dataset of Reaction yield outcomes from USPTO patents with 853,638 reactions. Predict the reaction yield, written as a fraction of the theoretical maximum amount of product (1.0 means a 100% yield; for example, 0.34 means a 34% yield). (1) The reactants are [N:1]([CH:4]([C:8]1[N:9]([CH2:19][C:20]2[CH:25]=[CH:24][CH:23]=[CH:22][CH:21]=2)[C:10](=[O:18])[C:11]2[C:16]([CH3:17])=[N:15][S:14][C:12]=2[N:13]=1)[CH:5]([CH3:7])[CH3:6])=[N+]=[N-]. The catalyst is CO.[Pd]. The product is [NH2:1][CH:4]([C:8]1[N:9]([CH2:19][C:20]2[CH:21]=[CH:22][CH:23]=[CH:24][CH:25]=2)[C:10](=[O:18])[C:11]2[C:16]([CH3:17])=[N:15][S:14][C:12]=2[N:13]=1)[CH:5]([CH3:7])[CH3:6]. The yield is 0.860. (2) The reactants are ClC1C2C=C(F)N=CC=2N=CN=1.[F:13][C:14]1[N:31]=[CH:30][C:17]2[N:18]=[CH:19][N:20]=[C:21]([NH:22][C@H:23]3C[CH2:27][C@H:26](C)[CH2:25][CH2:24]3)[C:16]=2[CH:15]=1.C[C@H]1CC[C@H](N)CC1.C(N(C(C)C)CC)(C)C.[OH2:49]. The catalyst is ClCCl. The product is [F:13][C:14]1[N:31]=[CH:30][C:17]2[N:18]=[CH:19][N:20]=[C:21]([NH:22][CH2:23][CH:24]3[CH2:25][CH2:26][CH2:27][O:49]3)[C:16]=2[CH:15]=1. The yield is 0.260. (3) The product is [Br:1][C:2]1[CH:11]=[C:10]2[C:5]([C:6]([N:12]3[CH2:13][CH2:14][CH:15]([CH2:18][N:19]4[CH2:28][C:27]5[C:22](=[CH:23][CH:24]=[CH:25][CH:26]=5)[N:21]([C:31]5[CH:32]=[C:33]([CH:36]=[CH:37][CH:38]=5)[C:34]#[N:35])[C:20]4=[O:29])[CH2:16][CH2:17]3)=[N:7][CH:8]=[N:9]2)=[CH:4][CH:3]=1. No catalyst specified. The reactants are [Br:1][C:2]1[CH:11]=[C:10]2[C:5]([C:6]([N:12]3[CH2:17][CH2:16][CH:15]([CH2:18][N:19]4[CH2:28][C:27]5[C:22](=[CH:23][CH:24]=[CH:25][CH:26]=5)[NH:21][C:20]4=[O:29])[CH2:14][CH2:13]3)=[N:7][CH:8]=[N:9]2)=[CH:4][CH:3]=1.I[C:31]1[CH:32]=[C:33]([CH:36]=[CH:37][CH:38]=1)[C:34]#[N:35]. The yield is 0.600. (4) The reactants are CO.Cl[C:4]1[CH:5]=[CH:6][C:7]([N+:10]([O-:12])=[O:11])=[N:8][CH:9]=1.[CH3:13][S-:14].[Na+]. The catalyst is O. The product is [CH3:13][S:14][C:4]1[CH:5]=[CH:6][C:7]([N+:10]([O-:12])=[O:11])=[N:8][CH:9]=1. The yield is 0.450. (5) The reactants are [OH-].[Na+].C([O:5][C:6]([C:8]1[C:12]2[CH2:13][CH2:14][C:15]([CH3:17])([CH3:16])[C:11]=2[NH:10][N:9]=1)=[O:7])C. The catalyst is CO. The product is [CH3:16][C:15]1([CH3:17])[C:11]2[NH:10][N:9]=[C:8]([C:6]([OH:7])=[O:5])[C:12]=2[CH2:13][CH2:14]1. The yield is 0.436. (6) The reactants are [Cl:1][C:2]1[CH:37]=[CH:36][C:5]([CH2:6][O:7][C:8]2[C:33]([F:34])=[CH:32][C:11]([CH2:12][C:13]3[C:21]4[C:16](=[N:17][CH:18]=[CH:19][CH:20]=4)[N:15]([Si](C(C)C)(C(C)C)C(C)C)[CH:14]=3)=[C:10]([F:35])[CH:9]=2)=[CH:4][CH:3]=1.[F-].C([N+](CCCC)(CCCC)CCCC)CCC. The catalyst is O1CCCC1. The product is [Cl:1][C:2]1[CH:3]=[CH:4][C:5]([CH2:6][O:7][C:8]2[C:33]([F:34])=[CH:32][C:11]([CH2:12][C:13]3[C:21]4[C:16](=[N:17][CH:18]=[CH:19][CH:20]=4)[NH:15][CH:14]=3)=[C:10]([F:35])[CH:9]=2)=[CH:36][CH:37]=1. The yield is 0.289. (7) The reactants are C(OC([NH:8][CH2:9][C:10]1[CH:15]=[CH:14][C:13]([C:16]2[S:17][C:18]([C:21](=[O:27])[CH2:22][C:23]([CH3:26])([CH3:25])[CH3:24])=[CH:19][CH:20]=2)=[CH:12][CH:11]=1)=O)(C)(C)C.Cl.O1CCOCC1. The catalyst is ClCCl. The product is [CH3:24][C:23]([CH3:26])([CH3:25])[CH2:22][C:21]([C:18]1[S:17][C:16]([C:13]2[CH:12]=[CH:11][C:10]([CH2:9][NH2:8])=[CH:15][CH:14]=2)=[CH:20][CH:19]=1)=[O:27]. The yield is 0.990. (8) The reactants are [CH3:1][O:2][C:3](=[O:14])[C:4]1[CH:9]=[CH:8][C:7]([N+:10]([O-:12])=[O:11])=[C:6]([OH:13])[CH:5]=1.C1(P(C2C=CC=CC=2)C2C=CC=CC=2)C=CC=CC=1.[CH3:34][N:35]([CH3:40])[CH2:36][CH2:37][CH2:38]O.N(C(OC(C)C)=O)=NC(OC(C)C)=O. The catalyst is Cl. The product is [CH3:1][O:2][C:3](=[O:14])[C:4]1[CH:9]=[CH:8][C:7]([N+:10]([O-:12])=[O:11])=[C:6]([O:13][CH2:38][CH2:37][CH2:36][N:35]([CH3:40])[CH3:34])[CH:5]=1. The yield is 0.860. (9) The reactants are [Cl:1][C:2]1[CH:7]=[CH:6][C:5]([NH:8]C(=O)C(C)(C)C)=[CH:4][CH:3]=1.C([Li])CCC.[C:20]1(=[O:26])[O:25][CH:23]([CH3:24])[CH2:22][CH2:21]1. The catalyst is C1COCC1. The product is [NH2:8][C:5]1[CH:4]=[CH:3][C:2]([Cl:1])=[CH:7][C:6]=1[C:20](=[O:26])[CH2:21][CH2:22][CH:23]([OH:25])[CH3:24]. The yield is 0.290. (10) The reactants are [NH2:1][C:2]1[C:3]([C:9](=[N:11][O:12][C:13](=O)[C:14]2[CH:19]=[CH:18][CH:17]=[CH:16][CH:15]=2)[NH2:10])=[N:4][C:5]([Br:8])=[CH:6][N:7]=1. The catalyst is O. The product is [Br:8][C:5]1[N:4]=[C:3]([C:9]2[N:10]=[C:13]([C:14]3[CH:19]=[CH:18][CH:17]=[CH:16][CH:15]=3)[O:12][N:11]=2)[C:2]([NH2:1])=[N:7][CH:6]=1. The yield is 0.870.